From a dataset of NCI-60 drug combinations with 297,098 pairs across 59 cell lines. Regression. Given two drug SMILES strings and cell line genomic features, predict the synergy score measuring deviation from expected non-interaction effect. (1) Drug 1: C1CCC(C1)C(CC#N)N2C=C(C=N2)C3=C4C=CNC4=NC=N3. Drug 2: C1=CC(=C2C(=C1NCCNCCO)C(=O)C3=C(C=CC(=C3C2=O)O)O)NCCNCCO. Cell line: TK-10. Synergy scores: CSS=37.0, Synergy_ZIP=0.947, Synergy_Bliss=2.36, Synergy_Loewe=-6.19, Synergy_HSA=3.90. (2) Drug 1: C1=CC(=CC=C1C#N)C(C2=CC=C(C=C2)C#N)N3C=NC=N3. Drug 2: C(CCl)NC(=O)N(CCCl)N=O. Cell line: HOP-92. Synergy scores: CSS=19.0, Synergy_ZIP=4.55, Synergy_Bliss=6.86, Synergy_Loewe=9.05, Synergy_HSA=8.53. (3) Drug 1: CC1=C2C(C(=O)C3(C(CC4C(C3C(C(C2(C)C)(CC1OC(=O)C(C(C5=CC=CC=C5)NC(=O)OC(C)(C)C)O)O)OC(=O)C6=CC=CC=C6)(CO4)OC(=O)C)O)C)O. Drug 2: COCCOC1=C(C=C2C(=C1)C(=NC=N2)NC3=CC=CC(=C3)C#C)OCCOC.Cl. Cell line: BT-549. Synergy scores: CSS=16.3, Synergy_ZIP=-1.64, Synergy_Bliss=3.33, Synergy_Loewe=6.46, Synergy_HSA=4.76. (4) Drug 1: CC1OCC2C(O1)C(C(C(O2)OC3C4COC(=O)C4C(C5=CC6=C(C=C35)OCO6)C7=CC(=C(C(=C7)OC)O)OC)O)O. Drug 2: CC(C)NC(=O)C1=CC=C(C=C1)CNNC.Cl. Cell line: HCT116. Synergy scores: CSS=50.3, Synergy_ZIP=-4.96, Synergy_Bliss=-3.88, Synergy_Loewe=-21.6, Synergy_HSA=-4.14. (5) Drug 1: CN(C)N=NC1=C(NC=N1)C(=O)N. Drug 2: CC1=C(C(CCC1)(C)C)C=CC(=CC=CC(=CC(=O)O)C)C. Cell line: SN12C. Synergy scores: CSS=3.46, Synergy_ZIP=-3.90, Synergy_Bliss=-4.75, Synergy_Loewe=-8.14, Synergy_HSA=-4.21. (6) Drug 1: CC1=C(C=C(C=C1)C(=O)NC2=CC(=CC(=C2)C(F)(F)F)N3C=C(N=C3)C)NC4=NC=CC(=N4)C5=CN=CC=C5. Drug 2: CCCCCOC(=O)NC1=NC(=O)N(C=C1F)C2C(C(C(O2)C)O)O. Cell line: K-562. Synergy scores: CSS=40.8, Synergy_ZIP=-2.62, Synergy_Bliss=-12.8, Synergy_Loewe=-49.2, Synergy_HSA=-10.4.